Dataset: Full USPTO retrosynthesis dataset with 1.9M reactions from patents (1976-2016). Task: Predict the reactants needed to synthesize the given product. (1) Given the product [OH:1][CH2:2][CH:3]1[CH2:7][CH2:6][CH2:5][N:4]1[C:8](=[O:10])[CH3:9], predict the reactants needed to synthesize it. The reactants are: [OH:1][CH2:2][CH:3]1[CH2:7][CH2:6][CH2:5][NH:4]1.[C:8](Cl)(=[O:10])[CH3:9].[OH-].[K+]. (2) Given the product [OH:1][C@@H:2]([CH2:3][N:11]([C:22]1[CH:23]=[CH:24][C:25]([O:26][C:27]2[CH:32]=[CH:31][CH:30]=[CH:29][N:28]=2)=[CH:33][CH:34]=1)[CH2:10][CH:18]([CH3:6])[CH3:17])[CH2:4][O:5][C:6]1[C:18]2[C:17]3[C:12](=[CH:13][CH:14]=[CH:15][CH:16]=3)[NH:11][C:10]=2[CH:9]=[CH:8][CH:7]=1, predict the reactants needed to synthesize it. The reactants are: [O:1]1[CH2:3][C@H:2]1[CH2:4][O:5][C:6]1[C:18]2[C:17]3[C:12](=[CH:13][CH:14]=[CH:15][CH:16]=3)[NH:11][C:10]=2[CH:9]=[CH:8][CH:7]=1.NC(C)(C)C[C:22]1[CH:34]=[CH:33][C:25]([O:26][C:27]2[CH:32]=[CH:31][CH:30]=[CH:29][N:28]=2)=[CH:24][CH:23]=1. (3) Given the product [Cl:1][C:2]1[CH:10]=[C:9]2[C:5]([C@:6]3([C@@H:16]([C:17]4[CH:22]=[CH:21][CH:20]=[C:19]([CH3:23])[CH:18]=4)[CH2:15][C:14](=[O:24])[NH:32][CH2:13][C@H:12]3[C:25]3[CH:30]=[CH:29][CH:28]=[C:27]([Cl:31])[CH:26]=3)[C:7](=[O:11])[NH:8]2)=[CH:4][CH:3]=1, predict the reactants needed to synthesize it. The reactants are: [Cl:1][C:2]1[CH:10]=[C:9]2[C:5]([C:6]3([CH:16]([C:17]4[CH:22]=[CH:21][CH:20]=[C:19]([CH3:23])[CH:18]=4)[CH2:15][C:14](=[O:24])[CH2:13][CH:12]3[C:25]3[CH:30]=[CH:29][CH:28]=[C:27]([Cl:31])[CH:26]=3)[C:7](=[O:11])[NH:8]2)=[CH:4][CH:3]=1.[N-:32]=[N+]=[N-].[Na+]. (4) Given the product [Cl:28][CH2:27][CH2:26][C:12]1[C:11]([NH:29][C:58]([C:49]2[NH:50][C:51]3[C:47]([CH:48]=2)=[CH:46][C:45]([O:44][CH3:43])=[C:53]([O:54][CH3:55])[C:52]=3[O:56][CH3:57])=[O:60])=[CH:10][C:9]([OH:8])=[C:17]2[C:13]=1[C:14]([C:22]([O:24][CH3:25])=[O:23])=[C:15]([C:18]([F:21])([F:19])[F:20])[NH:16]2, predict the reactants needed to synthesize it. The reactants are: C([O:8][C:9]1[CH:10]=[C:11]([N+:29]([O-])=O)[C:12]([CH2:26][CH2:27][Cl:28])=[C:13]2[C:17]=1[NH:16][C:15]([C:18]([F:21])([F:20])[F:19])=[C:14]2[C:22]([O:24][CH3:25])=[O:23])C1C=CC=CC=1.CCN=C=NCCCN(C)C.[CH3:43][O:44][C:45]1[CH:46]=[C:47]2[C:51](=[C:52]([O:56][CH3:57])[C:53]=1[O:54][CH3:55])[NH:50][C:49]([C:58]([OH:60])=O)=[CH:48]2. (5) The reactants are: [NH2:1][C:2]1[S:3][C:4]2[NH:5][C:6](=[O:12])[C:7]([Br:11])=[CH:8][C:9]=2[N:10]=1.C(=O)([O-])[O-].[Cs+].[Cs+].Br[CH:20]([CH3:22])[CH3:21]. Given the product [Br:11][C:7]1[CH:8]=[C:9]2[N:10]=[C:2]([NH2:1])[S:3][C:4]2=[N:5][C:6]=1[O:12][CH:20]([CH3:22])[CH3:21], predict the reactants needed to synthesize it. (6) Given the product [CH2:1]([CH:3]([C:6]1[N:11]2[N:12]=[C:13]([CH3:22])[C:14]([C:15]3[S:19][C:18]([N:30]4[CH2:35][CH2:34][O:33][CH2:32][CH2:31]4)=[N:17][C:16]=3[Cl:21])=[C:10]2[N:9]=[C:8]([CH3:23])[CH:7]=1)[CH2:4][CH3:5])[CH3:2], predict the reactants needed to synthesize it. The reactants are: [CH2:1]([CH:3]([C:6]1[N:11]2[N:12]=[C:13]([CH3:22])[C:14]([C:15]3[S:19][C:18](Cl)=[N:17][C:16]=3[Cl:21])=[C:10]2[N:9]=[C:8]([CH3:23])[CH:7]=1)[CH2:4][CH3:5])[CH3:2].C([O-])([O-])=O.[K+].[K+].[NH:30]1[CH2:35][CH2:34][O:33][CH2:32][CH2:31]1. (7) Given the product [CH3:1][N:2]1[C:10]2[C:5](=[CH:6][CH:7]=[C:8]([C:24]3[N:25]=[N:26][C:27]([CH3:30])=[CH:28][CH:29]=3)[CH:9]=2)[C:4]([CH3:20])([CH3:21])[C:3]1=[O:22], predict the reactants needed to synthesize it. The reactants are: [CH3:1][N:2]1[C:10]2[C:5](=[CH:6][CH:7]=[C:8](B3OC(C)(C)C(C)(C)O3)[CH:9]=2)[C:4]([CH3:21])([CH3:20])[C:3]1=[O:22].Br[C:24]1[N:25]=[N:26][C:27]([CH3:30])=[CH:28][CH:29]=1. (8) Given the product [F:12][C:9]([F:11])([F:10])[C:7]1[CH:6]=[C:5]([C@H:13]([C@@H:14]2[CH2:16][CH2:17][CH2:18][C@@H:19]([C:20]3[CH:25]=[C:24]([C:26]([F:28])([F:29])[F:27])[CH:23]=[CH:22][C:21]=3[Br:30])[NH:31]2)[OH:15])[CH:4]=[C:3]([C:2]([F:42])([F:1])[F:43])[CH:8]=1, predict the reactants needed to synthesize it. The reactants are: [F:1][C:2]([F:43])([F:42])[C:3]1[CH:4]=[C:5]([C@@H:13]2[O:15][C@H:14]2[CH2:16][CH2:17][CH2:18][C@H:19]([NH:31]C(=O)OCC2C=CC=CC=2)[C:20]2[CH:25]=[C:24]([C:26]([F:29])([F:28])[F:27])[CH:23]=[CH:22][C:21]=2[Br:30])[CH:6]=[C:7]([C:9]([F:12])([F:11])[F:10])[CH:8]=1.C1CCN2C(=NCCC2)CC1. (9) Given the product [OH:16][CH2:15][CH2:14][C:2]([CH3:18])([CH3:1])[CH2:3][C:4]([O:6][CH2:7][C:8]1[CH:13]=[CH:12][CH:11]=[CH:10][CH:9]=1)=[O:5], predict the reactants needed to synthesize it. The reactants are: [CH3:1][C:2]([CH3:18])([CH2:14][C:15]([O-])=[O:16])[CH2:3][C:4]([O:6][CH2:7][C:8]1[CH:13]=[CH:12][CH:11]=[CH:10][CH:9]=1)=[O:5].B.O1CCCC1.C1COCC1.